Dataset: Reaction yield outcomes from USPTO patents with 853,638 reactions. Task: Predict the reaction yield, written as a fraction of the theoretical maximum amount of product (1.0 means a 100% yield; for example, 0.34 means a 34% yield). (1) The reactants are C1(P(C2C=CC=CC=2)C2C=CC=CC=2)C=CC=CC=1.C(Cl)(Cl)(Cl)[Cl:21].C1COCC1.[F:30][C:31]1[CH:40]=[CH:39][C:38]([O:41][CH2:42][CH2:43][CH3:44])=[C:37]2[C:32]=1[C:33](=[O:53])[C:34]([C:45]1[CH:50]=[CH:49][C:48]([O:51][CH3:52])=[CH:47][CH:46]=1)=[CH:35][NH:36]2.[C:54]([CH:57](O)[CH2:58][NH-:59])([OH:56])=[O:55]. The catalyst is O. The product is [F:30][C:31]1[CH:40]=[CH:39][C:38]([O:41][CH2:42][CH2:43][CH3:44])=[C:37]2[C:32]=1[C:33](=[O:53])[C:34]([C:45]1[CH:46]=[CH:47][C:48]([O:51][CH3:52])=[CH:49][CH:50]=1)=[CH:35][NH:36]2.[C:54]([CH:57]([Cl:21])[CH2:58][NH-:59])([OH:56])=[O:55]. The yield is 0.580. (2) The reactants are [NH2:1][C:2]1[CH:7]=[CH:6][CH:5]=[CH:4][C:3]=1[CH2:8][CH2:9][OH:10].C(N(CC)CC)C.[Br:18][CH2:19][CH2:20][CH2:21][CH2:22][C:23](Cl)=[O:24]. The catalyst is ClCCl. The product is [Br:18][CH2:19][CH2:20][CH2:21][CH2:22][C:23]([NH:1][C:2]1[CH:7]=[CH:6][CH:5]=[CH:4][C:3]=1[CH2:8][CH2:9][OH:10])=[O:24]. The yield is 1.00. (3) The reactants are S(=O)(=O)(O)[OH:2].[Br:6][C:7]1[CH:12]=[CH:11][C:10]([NH:13][C:14](=[O:18])[CH:15]=NO)=[C:9]([CH2:19][CH3:20])[CH:8]=1. The catalyst is O. The product is [Br:6][C:7]1[CH:12]=[C:11]2[C:10](=[C:9]([CH2:19][CH3:20])[CH:8]=1)[NH:13][C:14](=[O:18])[C:15]2=[O:2]. The yield is 0.740. (4) The reactants are [CH2:1]([O:3][C:4](=[O:13])[C:5]1[CH:10]=[CH:9][C:8]([NH2:11])=[N:7][C:6]=1[NH2:12])[CH3:2].[I:14]N1C(=O)CCC1=O.O.O.O.O.O.S([O-])([O-])(=O)=S.[Na+].[Na+]. The catalyst is CN(C)C=O. The product is [CH2:1]([O:3][C:4](=[O:13])[C:5]1[CH:10]=[C:9]([I:14])[C:8]([NH2:11])=[N:7][C:6]=1[NH2:12])[CH3:2]. The yield is 0.355. (5) The reactants are [CH3:1][C:2]1[C:6]([C:7]2[CH:16]=[C:15]3[C:10]([C:11]([NH:20][CH:21]([C:23]4[CH:24]=[N:25][N:26]([CH3:28])[CH:27]=4)[CH3:22])=[C:12]([N+:17]([O-])=O)[CH:13]=[N:14]3)=[CH:9][C:8]=2[O:29][CH3:30])=[C:5]([CH3:31])[O:4][N:3]=1.[H][H]. The catalyst is CCOC(C)=O. The product is [CH3:1][C:2]1[C:6]([C:7]2[CH:16]=[C:15]3[C:10]([C:11]([NH:20][CH:21]([C:23]4[CH:24]=[N:25][N:26]([CH3:28])[CH:27]=4)[CH3:22])=[C:12]([NH2:17])[CH:13]=[N:14]3)=[CH:9][C:8]=2[O:29][CH3:30])=[C:5]([CH3:31])[O:4][N:3]=1. The yield is 0.910. (6) The reactants are [OH:1][CH:2]([C:4]1[CH:38]=[CH:37][C:7]([CH2:8][N:9]2[C:14](=[O:15])[C:13]([CH2:16][C:17]3[CH:22]=[CH:21][C:20]([C:23]4[C:24]([C:29]#[N:30])=[CH:25][CH:26]=[CH:27][CH:28]=4)=[CH:19][CH:18]=3)=[C:12]([CH2:31][CH2:32][CH3:33])[N:11]3[N:34]=[CH:35][N:36]=[C:10]23)=[CH:6][CH:5]=1)[CH3:3].N1C(C)=CC=CC=1C.O1CCCC1.FC(F)(F)S(O[Si:58]([C:61]([CH3:64])([CH3:63])[CH3:62])([CH3:60])[CH3:59])(=O)=O. The catalyst is C(OCC)(=O)C. The product is [Si:58]([O:1][CH:2]([C:4]1[CH:38]=[CH:37][C:7]([CH2:8][N:9]2[C:14](=[O:15])[C:13]([CH2:16][C:17]3[CH:22]=[CH:21][C:20]([C:23]4[C:24]([C:29]#[N:30])=[CH:25][CH:26]=[CH:27][CH:28]=4)=[CH:19][CH:18]=3)=[C:12]([CH2:31][CH2:32][CH3:33])[N:11]3[N:34]=[CH:35][N:36]=[C:10]23)=[CH:6][CH:5]=1)[CH3:3])([C:61]([CH3:64])([CH3:63])[CH3:62])([CH3:60])[CH3:59]. The yield is 1.00.